The task is: Predict the reactants needed to synthesize the given product.. This data is from Full USPTO retrosynthesis dataset with 1.9M reactions from patents (1976-2016). (1) Given the product [CH3:12][O:11][C:3]1[CH:4]=[C:5]([N+:8]([O-:10])=[O:9])[CH:6]=[CH:7][C:2]=1[B:13]1[O:17][C:16]([CH3:19])([CH3:18])[C:15]([CH3:21])([CH3:20])[O:14]1, predict the reactants needed to synthesize it. The reactants are: Br[C:2]1[CH:7]=[CH:6][C:5]([N+:8]([O-:10])=[O:9])=[CH:4][C:3]=1[O:11][CH3:12].[B:13]1([B:13]2[O:17][C:16]([CH3:19])([CH3:18])[C:15]([CH3:21])([CH3:20])[O:14]2)[O:17][C:16]([CH3:19])([CH3:18])[C:15]([CH3:21])([CH3:20])[O:14]1.C([O-])(=O)C.[K+].O. (2) Given the product [CH2:15]([O:18][CH:19]1[CH2:20][CH2:21][N:22]([C:25]2[N:29]3[CH:30]=[C:31]([O:12][C@H:5]4[C:6]5[C:11](=[CH:10][CH:9]=[CH:8][CH:7]=5)[C@@H:2]([NH2:1])[CH2:3][CH2:4]4)[CH:32]=[CH:33][C:28]3=[N:27][N:26]=2)[CH2:23][CH2:24]1)[CH:16]=[CH2:17], predict the reactants needed to synthesize it. The reactants are: [NH2:1][C@@H:2]1[C:11]2[C:6](=[CH:7][CH:8]=[CH:9][CH:10]=2)[C@H:5]([OH:12])[CH2:4][CH2:3]1.[H-].[Na+].[CH2:15]([O:18][CH:19]1[CH2:24][CH2:23][N:22]([C:25]2[N:29]3[CH:30]=[C:31](F)[CH:32]=[CH:33][C:28]3=[N:27][N:26]=2)[CH2:21][CH2:20]1)[CH:16]=[CH2:17].CC(O)=O. (3) Given the product [CH2:1]([O:3][C:4](=[O:18])[CH2:5][C:6]([OH:17])([C:9]1[CH:14]=[CH:13][C:12]([Br:19])=[CH:11][CH:10]=1)[CH2:7][CH3:8])[CH3:2], predict the reactants needed to synthesize it. The reactants are: [CH2:1]([O:3][C:4](=[O:18])[CH2:5][C:6]([OH:17])([C:9]1[CH:14]=[CH:13][C:12](Cl)=[C:11](Cl)[CH:10]=1)[CH2:7][CH3:8])[CH3:2].[Br:19]C1C=CC(C(=O)CC)=CC=1.BrCC(OCC)=O.C1C=CC=CC=1.